Predict the reactants needed to synthesize the given product. From a dataset of Full USPTO retrosynthesis dataset with 1.9M reactions from patents (1976-2016). Given the product [OH:6][C:5]([CH3:11])([CH2:4][C:3](=[O:12])/[CH:2]=[CH:7]/[CH:8]=[CH2:9])[CH3:10], predict the reactants needed to synthesize it. The reactants are: O[C@@H:2]1[C@@H:7]([CH:8]=[CH2:9])[O:6][C:5]([CH3:11])([CH3:10])[CH2:4][C:3]1=[O:12].ClCCCl.O(C(C(C)(C)C)=O)C(C(C)(C)C)=O.CC([O-])=O.[Na+].